From a dataset of Catalyst prediction with 721,799 reactions and 888 catalyst types from USPTO. Predict which catalyst facilitates the given reaction. (1) Reactant: [F-].C([N+](CCCC)(CCCC)CCCC)CCC.[CH2:19]([O:26][C:27]([N:29]1[CH2:33][C@@H:32]([S:34][CH3:35])[CH2:31][C@H:30]1[CH2:36][O:37][Si](C(C)(C)C)(C)C)=[O:28])[C:20]1[CH:25]=[CH:24][CH:23]=[CH:22][CH:21]=1. Product: [CH2:19]([O:26][C:27]([N:29]1[CH2:33][C@@H:32]([S:34][CH3:35])[CH2:31][C@H:30]1[CH2:36][OH:37])=[O:28])[C:20]1[CH:25]=[CH:24][CH:23]=[CH:22][CH:21]=1. The catalyst class is: 7. (2) Reactant: Br[C:2]1[CH:11]=[C:10]2[C:5]([N:6]=[CH:7][CH:8]=[N:9]2)=[C:4]([C:12]([NH:14][CH2:15][C:16]([O:18][CH2:19][CH3:20])=[O:17])=[O:13])[C:3]=1[OH:21].C([Sn](CCCC)(CCCC)[C:27]1[S:28][C:29]2[CH:35]=[CH:34][CH:33]=[CH:32][C:30]=2[N:31]=1)CCC. Product: [S:28]1[C:29]2[CH:35]=[CH:34][CH:33]=[CH:32][C:30]=2[N:31]=[C:27]1[C:2]1[CH:11]=[C:10]2[C:5]([N:6]=[CH:7][CH:8]=[N:9]2)=[C:4]([C:12]([NH:14][CH2:15][C:16]([O:18][CH2:19][CH3:20])=[O:17])=[O:13])[C:3]=1[OH:21]. The catalyst class is: 77. (3) Reactant: C(OC([N:8]1[CH2:13][CH:12]=[C:11]([C:14]2[CH:23]=[C:22]3[C:17]([CH2:18][CH:19]([CH3:38])[N:20]([C:24]4[CH:29]=[C:28]([N:30]5[CH2:35][CH2:34][N:33]([CH3:36])[CH2:32][CH2:31]5)[N:27]=[C:26]([NH2:37])[N:25]=4)[CH2:21]3)=[CH:16][CH:15]=2)[CH2:10][CH2:9]1)=O)(C)(C)C.[ClH:39].O1CCOCC1. Product: [CH3:36][N:33]1[CH2:34][CH2:35][N:30]([C:28]2[CH:29]=[C:24]([N:20]3[CH:19]([CH3:38])[CH2:18][C:17]4[C:22](=[CH:23][C:14]([C:11]5[CH2:12][CH2:13][NH:8][CH2:9][CH:10]=5)=[CH:15][CH:16]=4)[CH2:21]3)[N:25]=[C:26]([NH2:37])[N:27]=2)[CH2:31][CH2:32]1.[ClH:39]. The catalyst class is: 698. (4) Reactant: C([O:3][C:4]([C:6]1[N:7]=[C:8]([C:11]2[CH:16]=[CH:15][C:14]([C:17](=[O:21])[NH:18][CH2:19][CH3:20])=[CH:13][CH:12]=2)[O:9][CH:10]=1)=[O:5])C.[OH-].[Na+]. Product: [CH2:19]([NH:18][C:17]([C:14]1[CH:13]=[CH:12][C:11]([C:8]2[O:9][CH:10]=[C:6]([C:4]([OH:5])=[O:3])[N:7]=2)=[CH:16][CH:15]=1)=[O:21])[CH3:20]. The catalyst class is: 7. (5) Reactant: [NH2:1][C:2]1[CH:3]=[C:4]([CH:21]=[CH:22][CH:23]=1)[O:5][C:6]1[CH:7]=[CH:8][C:9]2[N:10]([CH:12]=[C:13]([NH:15][C:16]([CH:18]3[CH2:20][CH2:19]3)=[O:17])[N:14]=2)[N:11]=1.[OH:24][C:25]([CH3:31])([CH3:30])[CH2:26][C:27](O)=[O:28].Cl.CN(C)CCCN=C=NCC.ON1C2C=CC=CC=2N=N1.C(N(CC)CC)C. Product: [OH:24][C:25]([CH3:31])([CH3:30])[CH2:26][C:27]([NH:1][C:2]1[CH:3]=[C:4]([CH:21]=[CH:22][CH:23]=1)[O:5][C:6]1[CH:7]=[CH:8][C:9]2[N:10]([CH:12]=[C:13]([NH:15][C:16]([CH:18]3[CH2:20][CH2:19]3)=[O:17])[N:14]=2)[N:11]=1)=[O:28]. The catalyst class is: 9.